Dataset: Retrosynthesis with 50K atom-mapped reactions and 10 reaction types from USPTO. Task: Predict the reactants needed to synthesize the given product. (1) Given the product CCOC(=O)c1ccc(-c2cnc3c(c2)N(Cc2cc(Cl)ccc2C(F)(F)F)CCN3)cc1, predict the reactants needed to synthesize it. The reactants are: CCOC(=O)c1ccc(B(O)O)cc1.FC(F)(F)c1ccc(Cl)cc1CN1CCNc2ncc(I)cc21. (2) Given the product Cc1ccc(S(=O)(=O)n2cc(C=O)cc2-c2cccnc2Cl)cn1, predict the reactants needed to synthesize it. The reactants are: Cc1ccc(S(=O)(=O)Cl)cn1.O=Cc1c[nH]c(-c2cccnc2Cl)c1. (3) Given the product COc1ccc(Cn2nnnc2/C=C/c2c(N3CCN(C(=O)CCNC(=O)OC(C)(C)C)CC3)nc3cc(C(=O)Nc4nc(C(C)(C)C)cs4)ccn3c2=O)cc1, predict the reactants needed to synthesize it. The reactants are: CC(C)(C)OC(=O)NCCC(=O)O.COc1ccc(Cn2nnnc2/C=C/c2c(N3CCNCC3)nc3cc(C(=O)Nc4nc(C(C)(C)C)cs4)ccn3c2=O)cc1. (4) Given the product CCN(CC#CCO)Cc1ccc(OC)cc1, predict the reactants needed to synthesize it. The reactants are: C#CCO.C=O.CCNCc1ccc(OC)cc1. (5) Given the product O=C(Nc1ccc(Br)cc1)NS(=O)(=O)C1CCCC1, predict the reactants needed to synthesize it. The reactants are: NS(=O)(=O)C1CCCC1.O=C=Nc1ccc(Br)cc1.